This data is from Full USPTO retrosynthesis dataset with 1.9M reactions from patents (1976-2016). The task is: Predict the reactants needed to synthesize the given product. (1) Given the product [C:14]([Si:11]([CH3:13])([CH3:12])[O:10][CH2:9][C:8]([C:6]1[CH:5]=[CH:4][C:3]([NH2:20])=[C:2]([C:25]2[CH2:26][CH2:27][C:22]([CH3:31])([CH3:21])[CH2:23][CH:24]=2)[CH:7]=1)([CH3:19])[CH3:18])([CH3:17])([CH3:16])[CH3:15], predict the reactants needed to synthesize it. The reactants are: Br[C:2]1[CH:7]=[C:6]([C:8]([CH3:19])([CH3:18])[CH2:9][O:10][Si:11]([C:14]([CH3:17])([CH3:16])[CH3:15])([CH3:13])[CH3:12])[CH:5]=[CH:4][C:3]=1[NH2:20].[CH3:21][C:22]1([CH3:31])[CH2:27][CH2:26][C:25](B(O)O)=[CH:24][CH2:23]1.C([O-])([O-])=O.[Na+].[Na+].CCOC(C)=O. (2) Given the product [CH:4]([C:14]1[N:13]=[C:12]([CH3:11])[N:19]2[CH:18]=[CH:17][S:16][C:15]=12)=[O:5], predict the reactants needed to synthesize it. The reactants are: CN([CH:4]=[O:5])C.P(Cl)(Cl)(Cl)=O.[CH3:11][C:12]1[N:19]2[C:15]([S:16][CH:17]=[CH:18]2)=[CH:14][N:13]=1.[OH-].[Na+]. (3) Given the product [F:28][C:2]1([F:1])[CH2:3][CH2:4][CH:5]([NH:8][C:9]2[C:14]3[C:15]([C:30]4[CH:35]=[CH:34][CH:33]=[CH:32][N:31]=4)=[N:16][NH:17][C:13]=3[CH:12]=[CH:11][N:10]=2)[CH2:6][CH2:7]1, predict the reactants needed to synthesize it. The reactants are: [F:1][C:2]1([F:28])[CH2:7][CH2:6][CH:5]([NH:8][C:9]2[C:14]3[C:15](I)=[N:16][N:17](CC4C=CC(OC)=CC=4)[C:13]=3[CH:12]=[CH:11][N:10]=2)[CH2:4][CH2:3]1.Cl[C:30]1[C:35]2C(I)=NN(CC3C=CC(OC)=CC=3)[C:34]=2[CH:33]=[CH:32][N:31]=1.Cl.FC1(F)CCC(N)CC1.CCN(C(C)C)C(C)C. (4) Given the product [Cl:11][C:8]1[CH:9]=[C:10]2[C:2]([B:12]3[O:16][C:15]([CH3:18])([CH3:17])[C:14]([CH3:20])([CH3:19])[O:13]3)=[CH:3][S:4][C:5]2=[CH:6][N:7]=1, predict the reactants needed to synthesize it. The reactants are: Br[C:2]1[C:10]2[C:5](=[CH:6][N:7]=[C:8]([Cl:11])[CH:9]=2)[S:4][CH:3]=1.[B:12]1([B:12]2[O:16][C:15]([CH3:18])([CH3:17])[C:14]([CH3:20])([CH3:19])[O:13]2)[O:16][C:15]([CH3:18])([CH3:17])[C:14]([CH3:20])([CH3:19])[O:13]1.C([O-])(=O)C.[K+].